Dataset: Forward reaction prediction with 1.9M reactions from USPTO patents (1976-2016). Task: Predict the product of the given reaction. (1) Given the reactants [I-].[Cl:2][C:3]1[CH:8]=[CH:7][C:6]([CH:9]([OH:32])[CH2:10][CH2:11]C[P+](C2C=CC=CC=2)(C2C=CC=CC=2)C2C=CC=CC=2)=[CH:5][CH:4]=1.[CH2:33]=O.O.[CH3:36][C:37]#N, predict the reaction product. The product is: [Cl:2][C:3]1[CH:8]=[CH:7][C:6]([CH:9]2[CH2:10][CH2:11][C:37](=[CH2:36])[CH2:33][O:32]2)=[CH:5][CH:4]=1. (2) Given the reactants [CH3:1][O:2][C:3]1[CH:13]=[CH:12][C:6]([O:7][CH2:8][CH2:9][CH2:10][NH2:11])=[CH:5][CH:4]=1.[OH:14][C:15]1[CH:16]=[C:17]([CH:20]=[CH:21][CH:22]=1)[CH:18]=O.O.[BH4-].[Na+], predict the reaction product. The product is: [CH3:1][O:2][C:3]1[CH:13]=[CH:12][C:6]([O:7][CH2:8][CH2:9][CH2:10][NH:11][CH2:18][C:17]2[CH:20]=[CH:21][CH:22]=[C:15]([OH:14])[CH:16]=2)=[CH:5][CH:4]=1.